The task is: Predict which catalyst facilitates the given reaction.. This data is from Catalyst prediction with 721,799 reactions and 888 catalyst types from USPTO. (1) Reactant: [NH2:1][C:2]1[C:3]([C:9]([NH2:11])=[O:10])=[N:4][C:5]([Cl:8])=[CH:6][CH:7]=1.[CH2:12](OC(OCC)OCC)C. Product: [Cl:8][C:5]1[CH:6]=[CH:7][C:2]2[N:1]=[CH:12][NH:11][C:9](=[O:10])[C:3]=2[N:4]=1. The catalyst class is: 81. (2) Reactant: Br[C:2]1[CH:3]=[C:4]([C:15]2[CH:20]=[CH:19][C:18]([C:21]([O:23][CH2:24][CH3:25])=[O:22])=[CH:17][CH:16]=2)[CH:5]=[CH:6][C:7]=1[O:8][CH2:9][CH2:10][O:11][C:12](=[O:14])[CH3:13].[C:26]([C:30]1[CH:31]=[C:32](B(O)O)[CH:33]=[CH:34][C:35]=1[N:36]1[CH2:40][CH2:39][CH2:38][CH2:37]1)([CH3:29])([CH3:28])[CH3:27].C(=O)([O-])[O-].[K+].[K+]. Product: [C:12]([O:11][CH2:10][CH2:9][O:8][C:7]1[CH:6]=[CH:5][C:4]([C:15]2[CH:20]=[CH:19][C:18]([C:21]([O:23][CH2:24][CH3:25])=[O:22])=[CH:17][CH:16]=2)=[CH:3][C:2]=1[C:32]1[CH:33]=[CH:34][C:35]([N:36]2[CH2:37][CH2:38][CH2:39][CH2:40]2)=[C:30]([C:26]([CH3:29])([CH3:28])[CH3:27])[CH:31]=1)(=[O:14])[CH3:13]. The catalyst class is: 73. (3) Reactant: [CH:1]1([NH:4][C@H:5]2[CH2:10][CH2:9][CH2:8][N:7]([C:11]([O:13][C:14]([CH3:17])([CH3:16])[CH3:15])=[O:12])[CH2:6]2)[CH2:3][CH2:2]1.[C:18](=O)([O:27]N1C(=O)CCC1=O)[O:19][CH2:20][C:21]1[CH:26]=[CH:25][CH:24]=[CH:23][CH:22]=1. Product: [CH2:20]([O:19][C:18]([N:4]([CH:1]1[CH2:2][CH2:3]1)[C@H:5]1[CH2:10][CH2:9][CH2:8][N:7]([C:11]([O:13][C:14]([CH3:17])([CH3:16])[CH3:15])=[O:12])[CH2:6]1)=[O:27])[C:21]1[CH:26]=[CH:25][CH:24]=[CH:23][CH:22]=1. The catalyst class is: 49.